The task is: Regression. Given two drug SMILES strings and cell line genomic features, predict the synergy score measuring deviation from expected non-interaction effect.. This data is from NCI-60 drug combinations with 297,098 pairs across 59 cell lines. (1) Drug 1: CN(C)N=NC1=C(NC=N1)C(=O)N. Drug 2: C1=C(C(=O)NC(=O)N1)F. Cell line: TK-10. Synergy scores: CSS=19.8, Synergy_ZIP=0.737, Synergy_Bliss=-0.166, Synergy_Loewe=-6.75, Synergy_HSA=-0.777. (2) Drug 1: CCC(=C(C1=CC=CC=C1)C2=CC=C(C=C2)OCCN(C)C)C3=CC=CC=C3.C(C(=O)O)C(CC(=O)O)(C(=O)O)O. Drug 2: CC=C1C(=O)NC(C(=O)OC2CC(=O)NC(C(=O)NC(CSSCCC=C2)C(=O)N1)C(C)C)C(C)C. Synergy scores: CSS=8.42, Synergy_ZIP=2.86, Synergy_Bliss=0.278, Synergy_Loewe=-50.6, Synergy_HSA=-3.40. Cell line: KM12. (3) Drug 1: CC1=C(C=C(C=C1)C(=O)NC2=CC(=CC(=C2)C(F)(F)F)N3C=C(N=C3)C)NC4=NC=CC(=N4)C5=CN=CC=C5. Drug 2: CN(CCCl)CCCl.Cl. Cell line: LOX IMVI. Synergy scores: CSS=21.5, Synergy_ZIP=-8.31, Synergy_Bliss=1.54, Synergy_Loewe=-4.07, Synergy_HSA=-2.75. (4) Drug 1: CC12CCC(CC1=CCC3C2CCC4(C3CC=C4C5=CN=CC=C5)C)O. Drug 2: C1C(C(OC1N2C=NC3=C2NC=NCC3O)CO)O. Cell line: MDA-MB-435. Synergy scores: CSS=10.3, Synergy_ZIP=0.381, Synergy_Bliss=7.41, Synergy_Loewe=2.93, Synergy_HSA=5.66. (5) Drug 1: C1CCC(CC1)NC(=O)N(CCCl)N=O. Drug 2: C1CC(=O)NC(=O)C1N2C(=O)C3=CC=CC=C3C2=O. Cell line: SF-295. Synergy scores: CSS=44.6, Synergy_ZIP=14.5, Synergy_Bliss=17.2, Synergy_Loewe=14.7, Synergy_HSA=17.4. (6) Drug 1: CNC(=O)C1=CC=CC=C1SC2=CC3=C(C=C2)C(=NN3)C=CC4=CC=CC=N4. Drug 2: CCN(CC)CCCC(C)NC1=C2C=C(C=CC2=NC3=C1C=CC(=C3)Cl)OC. Cell line: SK-MEL-28. Synergy scores: CSS=12.6, Synergy_ZIP=2.87, Synergy_Bliss=5.61, Synergy_Loewe=1.91, Synergy_HSA=2.32. (7) Drug 1: CC=C1C(=O)NC(C(=O)OC2CC(=O)NC(C(=O)NC(CSSCCC=C2)C(=O)N1)C(C)C)C(C)C. Drug 2: CCCCC(=O)OCC(=O)C1(CC(C2=C(C1)C(=C3C(=C2O)C(=O)C4=C(C3=O)C=CC=C4OC)O)OC5CC(C(C(O5)C)O)NC(=O)C(F)(F)F)O. Cell line: SNB-19. Synergy scores: CSS=43.9, Synergy_ZIP=2.10, Synergy_Bliss=3.57, Synergy_Loewe=-4.43, Synergy_HSA=5.25. (8) Drug 1: C1=NC2=C(N=C(N=C2N1C3C(C(C(O3)CO)O)F)Cl)N. Drug 2: COCCOC1=C(C=C2C(=C1)C(=NC=N2)NC3=CC=CC(=C3)C#C)OCCOC.Cl. Cell line: MDA-MB-435. Synergy scores: CSS=3.67, Synergy_ZIP=-2.23, Synergy_Bliss=-2.73, Synergy_Loewe=-35.0, Synergy_HSA=-5.19. (9) Drug 1: CC1=C(C=C(C=C1)NC2=NC=CC(=N2)N(C)C3=CC4=NN(C(=C4C=C3)C)C)S(=O)(=O)N.Cl. Drug 2: CC12CCC3C(C1CCC2OP(=O)(O)O)CCC4=C3C=CC(=C4)OC(=O)N(CCCl)CCCl.[Na+]. Cell line: A498. Synergy scores: CSS=-1.16, Synergy_ZIP=1.08, Synergy_Bliss=1.20, Synergy_Loewe=-2.31, Synergy_HSA=-2.22. (10) Drug 1: C1=CC(=CC=C1CCCC(=O)O)N(CCCl)CCCl. Drug 2: C1=CC=C(C(=C1)C(C2=CC=C(C=C2)Cl)C(Cl)Cl)Cl. Cell line: ACHN. Synergy scores: CSS=57.1, Synergy_ZIP=-1.01, Synergy_Bliss=-1.32, Synergy_Loewe=-11.6, Synergy_HSA=-1.03.